This data is from Forward reaction prediction with 1.9M reactions from USPTO patents (1976-2016). The task is: Predict the product of the given reaction. (1) Given the reactants [C:1]([O:5][C:6](=[O:14])[NH:7][CH2:8]/[CH:9]=[C:10](/[F:13])\[CH2:11]Br)([CH3:4])([CH3:3])[CH3:2].[CH:15]1([NH:21][C:22](=[O:30])[C:23]2[CH:28]=[CH:27][C:26]([OH:29])=[CH:25][CH:24]=2)[CH2:20][CH2:19][CH2:18][CH2:17][CH2:16]1.C(=O)([O-])[O-].[K+].[K+].C(Br)C=C, predict the reaction product. The product is: [CH:15]1([NH:21][C:22]([C:23]2[CH:28]=[CH:27][C:26]([O:29][CH2:11]/[C:10](/[F:13])=[CH:9]\[CH2:8][NH:7][C:6](=[O:14])[O:5][C:1]([CH3:4])([CH3:3])[CH3:2])=[CH:25][CH:24]=2)=[O:30])[CH2:20][CH2:19][CH2:18][CH2:17][CH2:16]1. (2) Given the reactants N1C=CC=CC=1.[CH3:7][C:8]1([CH3:16])[O:15][C:13](=[O:14])[CH2:12][C:10](=[O:11])[O:9]1.[C:17](Cl)(=[O:31])[CH2:18][CH2:19][CH2:20][CH2:21][CH2:22][CH2:23][CH2:24][CH2:25][CH2:26][CH2:27][CH2:28][CH2:29]C, predict the reaction product. The product is: [OH:31][C:17](=[C:12]1[C:13](=[O:14])[O:15][C:8]([CH3:16])([CH3:7])[O:9][C:10]1=[O:11])[CH2:18][CH2:19][CH2:20][CH2:21][CH2:22][CH2:23][CH2:24][CH2:25][CH2:26][CH2:27][CH2:28][CH3:29]. (3) Given the reactants C([O:3][C:4](=O)[C:5]([S:8](=[O:17])(=[O:16])[NH:9][CH:10]1[CH2:15][CH2:14][CH2:13][CH2:12][CH2:11]1)([CH3:7])[CH3:6])C.[NH2:19][NH2:20], predict the reaction product. The product is: [CH:10]1([NH:9][S:8]([C:5]([C:4]([NH:19][NH2:20])=[O:3])([CH3:7])[CH3:6])(=[O:17])=[O:16])[CH2:15][CH2:14][CH2:13][CH2:12][CH2:11]1.